This data is from Full USPTO retrosynthesis dataset with 1.9M reactions from patents (1976-2016). The task is: Predict the reactants needed to synthesize the given product. (1) Given the product [Br:13][C:14]1[C:15]2[N:16]([C:2](=[O:4])[NH:22][N:21]=2)[CH:17]=[CH:18][C:19]=1[Cl:20], predict the reactants needed to synthesize it. The reactants are: Cl[C:2](Cl)([O:4]C(=O)OC(Cl)(Cl)Cl)Cl.[Br:13][C:14]1[C:15]([NH:21][NH2:22])=[N:16][CH:17]=[CH:18][C:19]=1[Cl:20]. (2) The reactants are: [NH2:1][C:2]1[CH:7]=[CH:6][C:5]([C:8]2[C:13]3[C:14]([NH2:17])=[N:15][O:16][C:12]=3[CH:11]=[CH:10][CH:9]=2)=[CH:4][CH:3]=1.[N-:18]=[C:19]=[O:20].[Na+]. Given the product [NH2:17][C:14]1[C:13]2[C:8]([C:5]3[CH:4]=[CH:3][C:2]([NH:1][C:19]([NH2:18])=[O:20])=[CH:7][CH:6]=3)=[CH:9][CH:10]=[CH:11][C:12]=2[O:16][N:15]=1, predict the reactants needed to synthesize it. (3) Given the product [CH2:11]([O:10][C:6]1[C:5]([O:18][CH2:19][C:20]2[CH:25]=[CH:24][CH:23]=[CH:22][CH:21]=2)=[C:4]([CH:9]=[CH:8][CH:7]=1)[C:3]([OH:26])=[O:2])[C:12]1[CH:13]=[CH:14][CH:15]=[CH:16][CH:17]=1, predict the reactants needed to synthesize it. The reactants are: C[O:2][C:3](=[O:26])[C:4]1[CH:9]=[CH:8][CH:7]=[C:6]([O:10][CH2:11][C:12]2[CH:17]=[CH:16][CH:15]=[CH:14][CH:13]=2)[C:5]=1[O:18][CH2:19][C:20]1[CH:25]=[CH:24][CH:23]=[CH:22][CH:21]=1.C(Cl)(=O)CC. (4) Given the product [N+:1]([C:4]1[CH:13]=[C:12]2[C:7]([CH2:8][CH2:9][CH2:10][C:11]2=[O:14])=[CH:6][CH:5]=1)([O-:3])=[O:2].[N+:1]([C:4]1[CH:13]=[C:12]2[C:7]([CH:8]=[CH:9][C:10](=[O:16])[C:11]2=[O:14])=[CH:6][CH:5]=1)([O-:3])=[O:2], predict the reactants needed to synthesize it. The reactants are: [N+:1]([C:4]1[CH:13]=[C:12]2[C:7]([CH2:8][CH2:9][CH2:10][C:11]2=[O:14])=[CH:6][CH:5]=1)([O-:3])=[O:2].[Se](=O)=[O:16]. (5) Given the product [CH:4]([OH:6])=[O:5].[F:26][C:27]1[CH:28]=[C:29]([C:33]2[CH:34]=[C:35]([NH:38][C:4](=[O:6])[CH2:3][CH:2]([CH3:1])[CH2:7][N:8]3[CH2:13][CH2:12][CH2:11][CH2:10][CH2:9]3)[NH:36][N:37]=2)[CH:30]=[N:31][CH:32]=1, predict the reactants needed to synthesize it. The reactants are: [CH3:1][CH:2]([CH2:7][N:8]1[CH2:13][CH2:12][CH2:11][CH2:10][CH2:9]1)[CH2:3][C:4]([OH:6])=[O:5].C1N=CN(C(N2C=NC=C2)=O)C=1.[F:26][C:27]1[CH:28]=[C:29]([C:33]2[CH:34]=[C:35]([NH2:38])[NH:36][N:37]=2)[CH:30]=[N:31][CH:32]=1.